Task: Regression/Classification. Given a drug SMILES string, predict its toxicity properties. Task type varies by dataset: regression for continuous values (e.g., LD50, hERG inhibition percentage) or binary classification for toxic/non-toxic outcomes (e.g., AMES mutagenicity, cardiotoxicity, hepatotoxicity). Dataset: herg_karim.. Dataset: hERG potassium channel inhibition data for cardiac toxicity prediction from Karim et al. The drug is c1cncc(CN2CCC(n3ncc4c(N5CCOCC5)nc(-c5ccc6[nH]ccc6c5)nc43)CC2)c1. The result is 0 (non-blocker).